Dataset: NCI-60 drug combinations with 297,098 pairs across 59 cell lines. Task: Regression. Given two drug SMILES strings and cell line genomic features, predict the synergy score measuring deviation from expected non-interaction effect. (1) Drug 1: C1=CC=C(C=C1)NC(=O)CCCCCCC(=O)NO. Drug 2: CN(CCCl)CCCl.Cl. Cell line: EKVX. Synergy scores: CSS=4.47, Synergy_ZIP=-1.99, Synergy_Bliss=0.0356, Synergy_Loewe=-3.04, Synergy_HSA=-0.533. (2) Drug 1: CC12CCC(CC1=CCC3C2CCC4(C3CC=C4C5=CN=CC=C5)C)O. Drug 2: CC1=CC2C(CCC3(C2CCC3(C(=O)C)OC(=O)C)C)C4(C1=CC(=O)CC4)C. Cell line: M14. Synergy scores: CSS=-5.11, Synergy_ZIP=1.10, Synergy_Bliss=-3.58, Synergy_Loewe=-8.39, Synergy_HSA=-6.44. (3) Drug 1: CC1=C(C=C(C=C1)NC(=O)C2=CC=C(C=C2)CN3CCN(CC3)C)NC4=NC=CC(=N4)C5=CN=CC=C5. Drug 2: CC(C)CN1C=NC2=C1C3=CC=CC=C3N=C2N. Cell line: T-47D. Synergy scores: CSS=-1.47, Synergy_ZIP=-2.29, Synergy_Bliss=-5.05, Synergy_Loewe=-2.27, Synergy_HSA=-2.37. (4) Drug 1: COC1=CC(=CC(=C1O)OC)C2C3C(COC3=O)C(C4=CC5=C(C=C24)OCO5)OC6C(C(C7C(O6)COC(O7)C8=CC=CS8)O)O. Drug 2: C1CCC(C(C1)N)N.C(=O)(C(=O)[O-])[O-].[Pt+4]. Cell line: SF-295. Synergy scores: CSS=46.8, Synergy_ZIP=-3.97, Synergy_Bliss=-2.09, Synergy_Loewe=-3.44, Synergy_HSA=1.72.